From a dataset of Full USPTO retrosynthesis dataset with 1.9M reactions from patents (1976-2016). Predict the reactants needed to synthesize the given product. (1) Given the product [F:58][C:55]1[CH:56]=[CH:57][C:52]([C:50]2[O:51][C:47]3[CH:46]=[CH:45][C:44]([C:33]4[CH:32]=[C:31]([C:1]5[CH:6]=[CH:5][CH:4]=[CH:3][CH:2]=5)[CH:36]=[C:35]([C:37](=[O:43])[NH:38][CH2:39][CH:40]([CH3:41])[CH3:42])[CH:34]=4)=[CH:63][C:48]=3[C:49]=2[C:59]([NH:61][CH3:62])=[O:60])=[CH:53][CH:54]=1, predict the reactants needed to synthesize it. The reactants are: [CH:1]1(P([CH:1]2[CH2:6][CH2:5][CH2:4][CH2:3][CH2:2]2)C2C=CC=CC=2C2C(OC)=CC=CC=2OC)[CH2:6][CH2:5][CH2:4][CH2:3][CH2:2]1.Cl[C:31]1[CH:32]=[C:33]([C:44]2[CH:45]=[CH:46][C:47]3[O:51][C:50]([C:52]4[CH:57]=[CH:56][C:55]([F:58])=[CH:54][CH:53]=4)=[C:49]([C:59]([NH:61][CH3:62])=[O:60])[C:48]=3[CH:63]=2)[CH:34]=[C:35]([C:37](=[O:43])[NH:38][CH2:39][CH:40]([CH3:42])[CH3:41])[CH:36]=1.[O-]P([O-])([O-])=O.[K+].[K+].[K+].C1(B(O)O)C=CC=CC=1. (2) The reactants are: [NH2:1][C:2]1[CH:11]=[C:10]2[C:5]([CH:6]=[CH:7][CH:8]=[C:9]2[N:12]2[CH2:17][CH2:16][N:15]([CH3:18])[CH2:14][CH2:13]2)=[CH:4][CH:3]=1.[C:19]1([N:25]=[C:26]=[O:27])[CH:24]=[CH:23][CH:22]=[CH:21][CH:20]=1. Given the product [C:19]1([NH:25][C:26]([NH:1][C:2]2[CH:11]=[C:10]3[C:5]([CH:6]=[CH:7][CH:8]=[C:9]3[N:12]3[CH2:17][CH2:16][N:15]([CH3:18])[CH2:14][CH2:13]3)=[CH:4][CH:3]=2)=[O:27])[CH:24]=[CH:23][CH:22]=[CH:21][CH:20]=1, predict the reactants needed to synthesize it. (3) Given the product [Br:15][CH:9]([CH3:10])[C:8]([CH:6]1[CH2:5][C:4]([CH3:13])([CH3:12])[O:3][C:2]([CH3:1])([CH3:14])[CH2:7]1)=[O:11], predict the reactants needed to synthesize it. The reactants are: [CH3:1][C:2]1([CH3:14])[CH2:7][CH:6]([C:8](=[O:11])[CH2:9][CH3:10])[CH2:5][C:4]([CH3:13])([CH3:12])[O:3]1.[Br:15]Br. (4) Given the product [C:33]([O:37][C:38]([NH:40][CH2:41][CH2:42][C:43]([NH:1][CH2:2][CH2:3][CH:4]1[CH2:11][N:10]2[C:12]3[CH:13]=[C:14]([C:25]([O:27][CH3:28])=[O:26])[CH:15]=[CH:16][C:17]=3[C:18]([CH:19]3[CH2:20][CH2:21][CH2:22][CH2:23][CH2:24]3)=[C:9]2[C:8]2[CH:29]=[CH:30][CH:31]=[CH:32][C:7]=2[O:6][CH2:5]1)=[O:44])=[O:39])([CH3:36])([CH3:35])[CH3:34], predict the reactants needed to synthesize it. The reactants are: [NH2:1][CH2:2][CH2:3][CH:4]1[CH2:11][N:10]2[C:12]3[CH:13]=[C:14]([C:25]([O:27][CH3:28])=[O:26])[CH:15]=[CH:16][C:17]=3[C:18]([CH:19]3[CH2:24][CH2:23][CH2:22][CH2:21][CH2:20]3)=[C:9]2[C:8]2[CH:29]=[CH:30][CH:31]=[CH:32][C:7]=2[O:6][CH2:5]1.[C:33]([O:37][C:38]([NH:40][CH2:41][CH2:42][C:43](O)=[O:44])=[O:39])([CH3:36])([CH3:35])[CH3:34].CN(C(ON1N=NC2C=CC=NC1=2)=[N+](C)C)C.F[P-](F)(F)(F)(F)F.CCN(C(C)C)C(C)C. (5) Given the product [CH2:41]([C@H:38]([NH:37][C:7]1[N:8]=[C:9]([C:11]2[CH:16]=[CH:15][CH:14]=[C:13]([NH:17][C:18]([NH:20][C:21]3[CH:22]=[CH:23][C:24]([C:27]([F:30])([F:29])[F:28])=[CH:25][CH:26]=3)=[O:19])[CH:12]=2)[C:10]2[C:2]([NH2:1])=[C:3]([C:34]([NH2:36])=[O:35])[S:4][C:5]=2[N:6]=1)[CH2:39][OH:40])[CH3:42], predict the reactants needed to synthesize it. The reactants are: [NH2:1][C:2]1[C:10]2[C:9]([C:11]3[CH:16]=[CH:15][CH:14]=[C:13]([NH:17][C:18]([NH:20][C:21]4[CH:26]=[CH:25][C:24]([C:27]([F:30])([F:29])[F:28])=[CH:23][CH:22]=4)=[O:19])[CH:12]=3)=[N:8][C:7](S(C)=O)=[N:6][C:5]=2[S:4][C:3]=1[C:34]([NH2:36])=[O:35].[NH2:37][C@@H:38]([CH2:41][CH3:42])[CH2:39][OH:40]. (6) Given the product [NH2:17][C:15]1[CH:16]=[C:11]([C:9]2[O:10][C:2]3[CH:7]=[CH:6][CH:5]=[CH:4][C:3]=3[N:8]=2)[N:12]=[C:13]([Cl:19])[C:14]=1[Cl:18], predict the reactants needed to synthesize it. The reactants are: O[C:2]1[CH:7]=[CH:6][CH:5]=[CH:4][C:3]=1[NH:8][C:9]([C:11]1[CH:16]=[C:15]([NH2:17])[C:14]([Cl:18])=[C:13]([Cl:19])[N:12]=1)=[O:10].C1(C)C=CC(S(O)(=O)=O)=CC=1.